From a dataset of Reaction yield outcomes from USPTO patents with 853,638 reactions. Predict the reaction yield, written as a fraction of the theoretical maximum amount of product (1.0 means a 100% yield; for example, 0.34 means a 34% yield). (1) The reactants are [I:1][C:2]1[CH:3]=[C:4]2[C:8](=[CH:9][CH:10]=1)[NH:7][C:6](=[O:11])[C:5]2=O.[O:13]([C:20]1[CH:29]=[CH:28][C:23]([C:24]([NH:26][NH2:27])=[O:25])=[CH:22][CH:21]=1)[C:14]1[CH:19]=[CH:18][CH:17]=[CH:16][CH:15]=1. The catalyst is C(O)(=O)C. The product is [I:1][C:2]1[CH:3]=[C:4]2[C:8](=[CH:9][CH:10]=1)[NH:7][C:6](=[O:11])[C:5]2=[N:27][NH:26][C:24](=[O:25])[C:23]1[CH:22]=[CH:21][C:20]([O:13][C:14]2[CH:19]=[CH:18][CH:17]=[CH:16][CH:15]=2)=[CH:29][CH:28]=1. The yield is 0.930. (2) The reactants are [CH2:1]([S:8][CH:9]([CH:36]([O:39][CH3:40])[O:37][CH3:38])[CH2:10][NH:11][C:12]([C:14]1[N:15]([CH2:33][O:34][CH3:35])[C:16]2[C:21]([CH:22]=1)=[CH:20][CH:19]=[CH:18][C:17]=2[NH:23][S:24]([C:27]1[CH:32]=[CH:31][CH:30]=[CH:29][N:28]=1)(=[O:26])=[O:25])=[O:13])[C:2]1[CH:7]=[CH:6][CH:5]=[CH:4][CH:3]=1.[C:41](=O)([O-])[O-].[K+].[K+].CI. The catalyst is CN(C)C=O.C(OCC)(=O)C. The product is [CH2:1]([S:8][CH:9]([CH:36]([O:39][CH3:40])[O:37][CH3:38])[CH2:10][NH:11][C:12]([C:14]1[N:15]([CH2:33][O:34][CH3:35])[C:16]2[C:21]([CH:22]=1)=[CH:20][CH:19]=[CH:18][C:17]=2[N:23]([CH3:41])[S:24]([C:27]1[CH:32]=[CH:31][CH:30]=[CH:29][N:28]=1)(=[O:26])=[O:25])=[O:13])[C:2]1[CH:3]=[CH:4][CH:5]=[CH:6][CH:7]=1. The yield is 1.00.